This data is from Cav3 T-type calcium channel HTS with 100,875 compounds. The task is: Binary Classification. Given a drug SMILES string, predict its activity (active/inactive) in a high-throughput screening assay against a specified biological target. (1) The molecule is Clc1cc(/C=C(\c2nc([nH]n2)Cn2ncnc2)C#N)ccc1. The result is 0 (inactive). (2) The drug is S(\C(N(C)C)=N/c1c(cccc1)C(OC)=O)C. The result is 0 (inactive). (3) The drug is S1(=O)(=O)CC(N(CC)C(=O)CSc2n(c(nn2)C(N(C)C)CC)CCCC)CC1. The result is 0 (inactive). (4) The drug is O(C(=O)c1c2c(n(nc2C)CCC#N)nc(c1)c1occc1)CC. The result is 0 (inactive). (5) The result is 0 (inactive). The molecule is Clc1c(C(=O)c2ccc(OCC)cc2)cc([N+]([O-])=O)cc1. (6) The compound is s1c(C(C)C)cc(c2n(Cc3ccccc3)c(=S)[nH]n2)c1. The result is 0 (inactive).